From a dataset of Reaction yield outcomes from USPTO patents with 853,638 reactions. Predict the reaction yield, written as a fraction of the theoretical maximum amount of product (1.0 means a 100% yield; for example, 0.34 means a 34% yield). (1) The reactants are [F:1][C:2]1[C:3]([CH:12]([CH3:14])[CH3:13])=[C:4]([C:10]#[N:11])[C:5](=[O:9])[NH:6][C:7]=1[CH3:8]. The catalyst is CO.[Ni]. The product is [NH2:11][CH2:10][C:4]1[C:5](=[O:9])[NH:6][C:7]([CH3:8])=[C:2]([F:1])[C:3]=1[CH:12]([CH3:14])[CH3:13]. The yield is 0.900. (2) The reactants are FC(F)(F)S(O[C:7]1[CH2:11][C@@H:10]([CH2:12][O:13][Si:14]([C:17]([CH3:20])([CH3:19])[CH3:18])([CH3:16])[CH3:15])[N:9]([C:21](=[O:44])[C:22]2[CH:27]=[C:26]([O:28][CH3:29])[C:25]([O:30][Si:31]([CH:38]([CH3:40])[CH3:39])([CH:35]([CH3:37])[CH3:36])[CH:32]([CH3:34])[CH3:33])=[CH:24][C:23]=2[N+:41]([O-:43])=[O:42])[CH:8]=1)(=O)=O.[CH:47](/B(O)O)=[CH:48]\[CH3:49].P([O-])([O-])([O-])=O.[K+].[K+].[K+].C(OCC)(=O)C. The catalyst is O1CCOCC1.C1C=CC([P]([Pd]([P](C2C=CC=CC=2)(C2C=CC=CC=2)C2C=CC=CC=2)([P](C2C=CC=CC=2)(C2C=CC=CC=2)C2C=CC=CC=2)[P](C2C=CC=CC=2)(C2C=CC=CC=2)C2C=CC=CC=2)(C2C=CC=CC=2)C2C=CC=CC=2)=CC=1.O. The product is [Si:14]([O:13][CH2:12][C@@H:10]1[CH2:11][C:7](/[CH:47]=[CH:48]/[CH3:49])=[CH:8][N:9]1[C:21]([C:22]1[CH:27]=[C:26]([O:28][CH3:29])[C:25]([O:30][Si:31]([CH:32]([CH3:34])[CH3:33])([CH:38]([CH3:39])[CH3:40])[CH:35]([CH3:36])[CH3:37])=[CH:24][C:23]=1[N+:41]([O-:43])=[O:42])=[O:44])([C:17]([CH3:18])([CH3:19])[CH3:20])([CH3:16])[CH3:15]. The yield is 0.700. (3) The reactants are [CH:1]([C:3]1[CH:11]=[CH:10][C:6]([C:7]([OH:9])=O)=[CH:5][CH:4]=1)=[O:2].C(N(CC)CC)C.ON1C2C=CC=CC=2N=N1.Cl.C(N=C=NCCCN(C)C)C.Cl.[CH:42]1([C:45]([N:47]2[CH2:52][CH2:51][NH:50][CH2:49][CH2:48]2)=[O:46])[CH2:44][CH2:43]1. The catalyst is ClCCl. The product is [CH:42]1([C:45]([N:47]2[CH2:52][CH2:51][N:50]([C:7]([C:6]3[CH:5]=[CH:4][C:3]([CH:1]=[O:2])=[CH:11][CH:10]=3)=[O:9])[CH2:49][CH2:48]2)=[O:46])[CH2:43][CH2:44]1. The yield is 0.800. (4) The reactants are [C:1]([C:3]1[CH:4]=[C:5](B(O)O)[CH:6]=[CH:7][C:8]=1[F:9])#[N:2].Br[C:14]1[CH:15]=[C:16]([CH:18]=[CH:19][CH:20]=1)[NH2:17].[O-]P([O-])([O-])=O.[K+].[K+].[K+].C1(P(C2CCCCC2)C2CCCCC2)CCCCC1. The catalyst is O1CCOCC1.C1C=CC(/C=C/C(/C=C/C2C=CC=CC=2)=O)=CC=1.C1C=CC(/C=C/C(/C=C/C2C=CC=CC=2)=O)=CC=1.C1C=CC(/C=C/C(/C=C/C2C=CC=CC=2)=O)=CC=1.[Pd].[Pd]. The product is [C:1]([C:3]1[CH:4]=[C:5]([C:14]2[CH:20]=[CH:19][CH:18]=[C:16]([NH2:17])[CH:15]=2)[CH:6]=[CH:7][C:8]=1[F:9])#[N:2]. The yield is 0.810. (5) The reactants are [NH2:1][C:2]1[CH:3]=[CH:4][C:5]([F:19])=[C:6]([C@:8]2([CH3:18])[CH2:14][C:13]([CH3:16])([CH3:15])[O:12][CH2:11][C:10](=[S:17])[NH:9]2)[CH:7]=1.[F:20][C:21]([F:29])([F:28])[C:22]1([C:25](O)=[O:26])[CH2:24][CH2:23]1. No catalyst specified. The product is [F:19][C:5]1[CH:4]=[CH:3][C:2]([NH:1][C:25]([C:22]2([C:21]([F:29])([F:28])[F:20])[CH2:24][CH2:23]2)=[O:26])=[CH:7][C:6]=1[C@:8]1([CH3:18])[CH2:14][C:13]([CH3:16])([CH3:15])[O:12][CH2:11][C:10](=[S:17])[NH:9]1. The yield is 0.920. (6) The reactants are [N:1]1[CH:6]=[CH:5][CH:4]=[CH:3][C:2]=1[C:7]1[N:11]=[C:10]([C:12]2[CH:17]=[C:16](Br)[CH:15]=[CH:14][C:13]=2[F:19])[O:9][N:8]=1.B1([C:26]2[CH:31]=[CH:30][CH:29]=[N:28][CH:27]=2)OCCCO1.C(=O)([O-])[O-].[Na+].[Na+]. The product is [N:1]1[CH:6]=[CH:5][CH:4]=[CH:3][C:2]=1[C:7]1[N:11]=[C:10]([C:12]2[CH:17]=[C:16]([C:26]3[CH:27]=[N:28][CH:29]=[CH:30][CH:31]=3)[CH:15]=[CH:14][C:13]=2[F:19])[O:9][N:8]=1. The yield is 0.0900. The catalyst is C1C=CC([P]([Pd]([P](C2C=CC=CC=2)(C2C=CC=CC=2)C2C=CC=CC=2)([P](C2C=CC=CC=2)(C2C=CC=CC=2)C2C=CC=CC=2)[P](C2C=CC=CC=2)(C2C=CC=CC=2)C2C=CC=CC=2)(C2C=CC=CC=2)C2C=CC=CC=2)=CC=1.COCCOC. (7) The reactants are Br[C:2]1[C:3]([CH3:12])=[CH:4][C:5]([C:8]([OH:11])([CH3:10])[CH3:9])=[N:6][CH:7]=1.[CH3:13][Sn:14]([CH3:20])([CH3:19])[Sn:14]([CH3:20])([CH3:19])[CH3:13]. The catalyst is O1CCOCC1.C1C=CC([P]([Pd]([P](C2C=CC=CC=2)(C2C=CC=CC=2)C2C=CC=CC=2)([P](C2C=CC=CC=2)(C2C=CC=CC=2)C2C=CC=CC=2)[P](C2C=CC=CC=2)(C2C=CC=CC=2)C2C=CC=CC=2)(C2C=CC=CC=2)C2C=CC=CC=2)=CC=1. The product is [CH3:12][C:3]1[C:2]([Sn:14]([CH3:20])([CH3:19])[CH3:13])=[CH:7][N:6]=[C:5]([C:8]([OH:11])([CH3:10])[CH3:9])[CH:4]=1. The yield is 0.550. (8) The reactants are [NH2:1][C:2]1[CH:10]=[C:6]([C:7]([OH:9])=[O:8])[C:5]([OH:11])=[CH:4][CH:3]=1.[N+:12]([C:15]1[CH:20]=[CH:19][C:18]([CH2:21][CH2:22][CH2:23]Br)=[CH:17][CH:16]=1)([O-:14])=[O:13]. No catalyst specified. The product is [N+:12]([C:15]1[CH:20]=[CH:19][C:18]([CH2:21][CH2:22][CH2:23][NH:1][C:2]2[CH:10]=[C:6]([C:7]([OH:9])=[O:8])[C:5]([OH:11])=[CH:4][CH:3]=2)=[CH:17][CH:16]=1)([O-:14])=[O:13]. The yield is 0.500. (9) The reactants are [I:1][C:2]1[CH:7]=[CH:6][C:5]([OH:8])=[C:4]([CH3:9])[CH:3]=1.N1C=CN=C1.[C:15]([Si:19](Cl)([CH3:21])[CH3:20])([CH3:18])([CH3:17])[CH3:16]. The catalyst is CN(C)C=O. The product is [I:1][C:2]1[CH:7]=[CH:6][C:5]([O:8][Si:19]([C:15]([CH3:18])([CH3:17])[CH3:16])([CH3:21])[CH3:20])=[C:4]([CH3:9])[CH:3]=1. The yield is 0.975.